Dataset: Full USPTO retrosynthesis dataset with 1.9M reactions from patents (1976-2016). Task: Predict the reactants needed to synthesize the given product. (1) Given the product [CH2:40]([CH:39]1[CH2:38][CH2:37][CH:36]([NH2:35])[CH2:49][CH2:48]1)[CH:41]1[CH2:42][CH2:43][CH:44]([NH2:50])[CH2:45][CH2:46]1, predict the reactants needed to synthesize it. The reactants are: NCC1CCCC(CN)C1.NC1C=CC=C(N)N=1.NC1C=NC=CC=1N.NC1N=C(N)C=CN=1.[NH2:35][C:36]1[CH:37]=[CH:38][C:39]2[C:48]([CH:49]=1)=N[C:46]1[C:41](=[CH:42][CH:43]=[C:44]([NH2:50])[CH:45]=1)[CH:40]=2.NC1C=CC2NC3C(C=2C=1)=CC(N)=CC=3. (2) Given the product [CH3:13][S:10]([C:8]1[CH:7]=[CH:6][C:5]([N:14]2[CH:18]=[C:17]([CH3:19])[CH:16]=[N:15]2)=[C:4]([CH:9]=1)[C:3]([OH:20])=[O:2])(=[O:11])=[O:12], predict the reactants needed to synthesize it. The reactants are: C[O:2][C:3](=[O:20])[C:4]1[CH:9]=[C:8]([S:10]([CH3:13])(=[O:12])=[O:11])[CH:7]=[CH:6][C:5]=1[N:14]1[CH:18]=[C:17]([CH3:19])[CH:16]=[N:15]1.[OH-].[Li+]. (3) Given the product [CH2:1]([O:8][C:9]1[CH:14]=[CH:13][C:12]([CH2:15][CH2:16][C:17]([NH2:29])=[O:18])=[CH:11][C:10]=1[O:20][CH3:21])[C:2]1[CH:7]=[CH:6][CH:5]=[CH:4][CH:3]=1, predict the reactants needed to synthesize it. The reactants are: [CH2:1]([O:8][C:9]1[CH:14]=[CH:13][C:12]([CH2:15][CH2:16][C:17](O)=[O:18])=[CH:11][C:10]=1[O:20][CH3:21])[C:2]1[CH:7]=[CH:6][CH:5]=[CH:4][CH:3]=1.ClC(OCC)=O.[OH-].[NH4+:29]. (4) Given the product [CH3:1][O:2][C:3](=[O:63])[NH:4][CH:5]([C:9]([N:11]1[CH2:15][CH2:14][CH2:13][CH:12]1[C:16]1[NH:17][C:18]([C:21]2[CH:30]=[CH:29][C:28]3[C:23](=[CH:24][CH:25]=[C:26]([C:31]4[CH:36]=[CH:35][C:34]([C:37]5[NH:38][C:39]([CH:42]6[CH2:46][CH:45]([C:47]#[N:48])[CH2:44][N:43]6[C:83](=[O:85])[CH:82]([N:80]([CH3:79])[CH3:81])[C:86]6[CH:91]=[CH:90][CH:89]=[CH:88][CH:87]=6)=[N:40][CH:41]=5)=[CH:33][CH:32]=4)[CH:27]=3)[CH:22]=2)=[CH:19][N:20]=1)=[O:10])[CH:6]([CH3:8])[CH3:7], predict the reactants needed to synthesize it. The reactants are: [CH3:1][O:2][C:3](=[O:63])[NH:4][CH:5]([C:9]([N:11]1[CH2:15][CH2:14][CH2:13][CH:12]1[C:16]1[NH:17][C:18]([C:21]2[CH:30]=[CH:29][C:28]3[C:23](=[CH:24][CH:25]=[C:26]([C:31]4[CH:36]=[CH:35][C:34]([C:37]5[NH:38][C:39]([CH:42]6[CH2:46][CH:45]([C:47]#[N:48])[CH2:44][N:43]6C(=O)C(NC(OC)=O)C6C=CC=CC=6)=[N:40][CH:41]=5)=[CH:33][CH:32]=4)[CH:27]=3)[CH:22]=2)=[CH:19][N:20]=1)=[O:10])[CH:6]([CH3:8])[CH3:7].COC(NC(C1C=CC=CC=1)C(O)=O)=O.[CH3:79][N:80]([CH:82]([C:86]1[CH:91]=[CH:90][CH:89]=[CH:88][CH:87]=1)[C:83]([OH:85])=O)[CH3:81]. (5) Given the product [C:29]([O:28][C:26]([N:11]([CH2:10][C:9]([OH:33])=[O:8])[CH:12]1[CH2:17][CH2:16][CH:15]([NH:18][C:19]([O:21][C:22]([CH3:24])([CH3:23])[CH3:25])=[O:20])[CH2:14][CH2:13]1)=[O:27])([CH3:32])([CH3:30])[CH3:31], predict the reactants needed to synthesize it. The reactants are: C([O:8][C:9](=[O:33])[CH2:10][N:11]([C:26]([O:28][C:29]([CH3:32])([CH3:31])[CH3:30])=[O:27])[CH:12]1[CH2:17][CH2:16][CH:15]([NH:18][C:19]([O:21][C:22]([CH3:25])([CH3:24])[CH3:23])=[O:20])[CH2:14][CH2:13]1)C1C=CC=CC=1. (6) Given the product [C:27]([O:31][C:32]([N:34]1[CH2:39][CH2:38][CH:37]([CH2:40][NH:41][C:42](=[O:45])[CH2:43][NH:44][C:22](=[O:24])[C:21]2[CH:25]=[CH:26][C:18]([S:15](=[O:16])(=[O:17])[NH:14][C:9]3[CH:10]=[CH:11][CH:12]=[CH:13][C:8]=3[CH2:1][C:2]3[CH:7]=[CH:6][CH:5]=[CH:4][CH:3]=3)=[CH:19][CH:20]=2)[CH2:36][CH2:35]1)=[O:33])([CH3:30])([CH3:28])[CH3:29], predict the reactants needed to synthesize it. The reactants are: [CH2:1]([C:8]1[CH:13]=[CH:12][CH:11]=[CH:10][C:9]=1[NH:14][S:15]([C:18]1[CH:26]=[CH:25][C:21]([C:22]([OH:24])=O)=[CH:20][CH:19]=1)(=[O:17])=[O:16])[C:2]1[CH:7]=[CH:6][CH:5]=[CH:4][CH:3]=1.[C:27]([O:31][C:32]([N:34]1[CH2:39][CH2:38][CH:37]([CH2:40][NH:41][C:42](=[O:45])[CH2:43][NH2:44])[CH2:36][CH2:35]1)=[O:33])([CH3:30])([CH3:29])[CH3:28]. (7) Given the product [Br:14][C:15]1[CH:16]=[C:17]2[C:22](=[CH:23][CH:24]=1)[N:21]=[CH:20][C:19]([C:25]([N:1]1[CH2:6][CH2:5][O:4][CH2:3][CH2:2]1)=[O:26])=[C:18]2[Cl:28], predict the reactants needed to synthesize it. The reactants are: [NH:1]1[CH2:6][CH2:5][O:4][CH2:3][CH2:2]1.C(N(CC)CC)C.[Br:14][C:15]1[CH:16]=[C:17]2[C:22](=[CH:23][CH:24]=1)[N:21]=[CH:20][C:19]([C:25](Cl)=[O:26])=[C:18]2[Cl:28]. (8) Given the product [C:13]([O:12][C:11](=[O:17])[N:10]([C:4]1[C:5](=[O:9])[N:6]([CH3:8])[CH:7]=[C:2]([Br:1])[CH:3]=1)[C:18]1[CH:23]=[CH:22][C:21]([CH:24]=[O:25])=[CH:20][N:19]=1)([CH3:16])([CH3:14])[CH3:15], predict the reactants needed to synthesize it. The reactants are: [Br:1][C:2]1[CH:3]=[C:4]([N:10]([C:18]2[CH:23]=[CH:22][C:21]([C:24](N3CCOCC3)=[O:25])=[CH:20][N:19]=2)[C:11](=[O:17])[O:12][C:13]([CH3:16])([CH3:15])[CH3:14])[C:5](=[O:9])[N:6]([CH3:8])[CH:7]=1. (9) Given the product [Cl:2][C:3]1[N:4]=[C:5]([C@@H:19]2[CH2:23][C@H:22]([CH:24]3[CH2:29][CH2:28][N:27]([S:30]([CH3:33])(=[O:32])=[O:31])[CH2:26][CH2:25]3)[CH2:21][N:20]2[C:50]([C@H:47]2[CH2:46][CH2:45][C@H:44]([C@@H:42]([NH:41][C:39](=[O:40])[O:38][C:35]([CH3:37])([CH3:36])[CH3:34])[CH3:43])[CH2:49][CH2:48]2)=[O:51])[NH:6][C:7]=1[C:8]1[CH:13]=[CH:12][C:11]([NH:14][C:15]([O:16][CH3:17])=[O:18])=[CH:10][CH:9]=1, predict the reactants needed to synthesize it. The reactants are: Cl.[Cl:2][C:3]1[N:4]=[C:5]([C@@H:19]2[CH2:23][C@H:22]([CH:24]3[CH2:29][CH2:28][N:27]([S:30]([CH3:33])(=[O:32])=[O:31])[CH2:26][CH2:25]3)[CH2:21][NH:20]2)[NH:6][C:7]=1[C:8]1[CH:13]=[CH:12][C:11]([NH:14][C:15](=[O:18])[O:16][CH3:17])=[CH:10][CH:9]=1.[CH3:34][C:35]([O:38][C:39]([NH:41][C@H:42]([C@H:44]1[CH2:49][CH2:48][C@H:47]([C:50](O)=[O:51])[CH2:46][CH2:45]1)[CH3:43])=[O:40])([CH3:37])[CH3:36].